Dataset: Full USPTO retrosynthesis dataset with 1.9M reactions from patents (1976-2016). Task: Predict the reactants needed to synthesize the given product. (1) Given the product [F:1][C:2]1[C:3]([NH:28][CH:29]([C:35]2([CH3:39])[CH2:36][CH2:37][CH2:38]2)[CH2:30][C:31]([O:33][CH3:34])=[O:32])=[N:4][C:5]([C:8]2[C:16]3[C:11](=[N:12][CH:13]=[C:14]([F:17])[CH:15]=3)[NH:10][CH:9]=2)=[N:6][CH:7]=1, predict the reactants needed to synthesize it. The reactants are: [F:1][C:2]1[C:3]([NH:28][CH:29]([C:35]2([CH3:39])[CH2:38][CH2:37][CH2:36]2)[CH2:30][C:31]([O:33][CH3:34])=[O:32])=[N:4][C:5]([C:8]2[C:16]3[C:11](=[N:12][CH:13]=[C:14]([F:17])[CH:15]=3)[N:10](S(C3C=CC(C)=CC=3)(=O)=O)[CH:9]=2)=[N:6][CH:7]=1.Cl. (2) The reactants are: [N:1]1([C:18]([O:20]C(C)(C)C)=O)[CH2:17][CH2:16][CH2:15][C@H:2]1[C:3]([NH:5][CH2:6][CH2:7][CH2:8][C:9]1[CH:14]=[CH:13][CH:12]=[CH:11][CH:10]=1)=[O:4].C(O)(C(F)(F)F)=O.[NH:32]([C:51]([O:53][C:54]([CH3:57])([CH3:56])[CH3:55])=[O:52])[C@H:33](C(O)=O)[CH2:34][CH2:35][CH2:36][NH:37][C:38]([O:40][CH2:41][C:42]1[CH:47]=[CH:46][CH:45]=[CH:44][CH:43]=1)=[O:39].F[P-](F)(F)(F)(F)F.N1(O[P+](N(C)C)(N(C)C)N(C)C)C2C=CC=CC=2N=N1.CCN(C(C)C)C(C)C. Given the product [NH:32]([C:51]([O:53][C:54]([CH3:57])([CH3:56])[CH3:55])=[O:52])[C@H:33]([C:18]([N:1]1[CH2:17][CH2:16][CH2:15][C@H:2]1[C:3]([NH:5][CH2:6][CH2:7][CH2:8][C:9]1[CH:10]=[CH:11][CH:12]=[CH:13][CH:14]=1)=[O:4])=[O:20])[CH2:34][CH2:35][CH2:36][NH:37][C:38]([O:40][CH2:41][C:42]1[CH:47]=[CH:46][CH:45]=[CH:44][CH:43]=1)=[O:39], predict the reactants needed to synthesize it. (3) Given the product [Cl:1][C:2]1[C:7]([Cl:8])=[CH:6][CH:5]=[CH:4][C:3]=1[C:9]([N:11]1[CH2:16][CH2:15][C:14]2[N:17]([C:20]3[CH:25]=[CH:24][C:23]([CH3:26])=[CH:22][N:21]=3)[N:18]=[N:19][C:13]=2[CH:12]1[CH3:27])=[O:10], predict the reactants needed to synthesize it. The reactants are: [Cl:1][C:2]1[C:7]([Cl:8])=[CH:6][CH:5]=[CH:4][C:3]=1[C:9]([N:11]1[CH:16]=[CH:15][C:14]2[N:17]([C:20]3[CH:25]=[CH:24][C:23]([CH3:26])=[CH:22][N:21]=3)[N:18]=[N:19][C:13]=2[CH:12]1[CH3:27])=[O:10].ClC1C(C(F)(F)F)=CC=CC=1C(N1C=CC2N(C3C(C)=CC(C)=CN=3)N=NC=2C1C)=O.C1COCC1. (4) Given the product [CH2:1]([O:8][C:9]([NH:11][C:12]1[CH:13]=[C:14]2[C:18](=[CH:19][CH:20]=1)[N:17]([C:21]([C:22]1[CH:27]=[CH:26][CH:25]=[CH:24][CH:23]=1)([C:34]1[CH:35]=[CH:36][CH:37]=[CH:38][CH:39]=1)[C:28]1[CH:29]=[CH:30][CH:31]=[CH:32][CH:33]=1)[N:16]=[CH:15]2)=[O:10])[C:2]1[CH:3]=[CH:4][CH:5]=[CH:6][CH:7]=1, predict the reactants needed to synthesize it. The reactants are: [CH2:1]([O:8][C:9]([NH:11][C:12]1[CH:13]=[C:14]2[C:18](=[CH:19][CH:20]=1)[NH:17][N:16]=[CH:15]2)=[O:10])[C:2]1[CH:7]=[CH:6][CH:5]=[CH:4][CH:3]=1.[C:21](Cl)([C:34]1[CH:39]=[CH:38][CH:37]=[CH:36][CH:35]=1)([C:28]1[CH:33]=[CH:32][CH:31]=[CH:30][CH:29]=1)[C:22]1[CH:27]=[CH:26][CH:25]=[CH:24][CH:23]=1.C(N(CC)CC)C. (5) Given the product [F:1][C:2]1[CH:3]=[CH:4][C:5]([C:8]2[CH:12]=[C:11]([C:13]3[S:14][CH:15]=[CH:16][CH:17]=3)[NH:10][C:9]=2[C:18]([NH:22][CH2:23][C:24]2[CH:33]=[CH:32][C:27]([C:28]([O:30][CH3:31])=[O:29])=[CH:26][N:25]=2)=[O:20])=[CH:6][CH:7]=1, predict the reactants needed to synthesize it. The reactants are: [F:1][C:2]1[CH:7]=[CH:6][C:5]([C:8]2[CH:12]=[C:11]([C:13]3[S:14][CH:15]=[CH:16][CH:17]=3)[NH:10][C:9]=2[C:18]([OH:20])=O)=[CH:4][CH:3]=1.Cl.[NH2:22][CH2:23][C:24]1[CH:33]=[CH:32][C:27]([C:28]([O:30][CH3:31])=[O:29])=[CH:26][N:25]=1. (6) Given the product [O:34]=[C:32]([CH3:33])[CH2:31][CH2:30][CH2:29][CH2:28][C:25]1[O:26][CH:27]=[C:23]([NH:9][C:10]([C:12]2[N:13]=[CH:14][O:15][C:16]=2[C:17]2[CH:22]=[CH:21][CH:20]=[CH:19][CH:18]=2)=[O:11])[N:24]=1, predict the reactants needed to synthesize it. The reactants are: N#N.C(OC(=O)[N:9]([C:23]1[N:24]=[C:25]([CH2:28][CH2:29][CH2:30][CH2:31][C:32](=[O:34])[CH3:33])[O:26][CH:27]=1)[C:10]([C:12]1[N:13]=[CH:14][O:15][C:16]=1[C:17]1[CH:22]=[CH:21][CH:20]=[CH:19][CH:18]=1)=[O:11])(C)(C)C.FC(F)(F)C(O)=O.